This data is from Catalyst prediction with 721,799 reactions and 888 catalyst types from USPTO. The task is: Predict which catalyst facilitates the given reaction. (1) Reactant: C(OC(=O)NC[C@@H](N(C(=O)C[Cl:29])CC1CCN(C2C=CC(=O)N(C)N=2)CC1)C)(C)(C)C.C(OC(=O)[NH:38][C@@H:39]([CH3:61])[CH2:40][N:41]([C:57](=[O:60])[CH2:58][Cl:59])[CH2:42][CH:43]1[CH2:48][CH2:47][N:46]([C:49]2[CH:54]=[CH:53][C:52](=[O:55])[N:51]([CH3:56])[N:50]=2)[CH2:45][CH2:44]1)(C)(C)C.Cl. Product: [ClH:29].[NH2:38][C@@H:39]([CH3:61])[CH2:40][N:41]([CH2:42][CH:43]1[CH2:44][CH2:45][N:46]([C:49]2[CH:54]=[CH:53][C:52](=[O:55])[N:51]([CH3:56])[N:50]=2)[CH2:47][CH2:48]1)[C:57](=[O:60])[CH2:58][Cl:59]. The catalyst class is: 5. (2) Reactant: Cl[C:2]1[S:3][C:4]([CH2:22][N:23]2[CH2:28][CH2:27][O:26][CH2:25][CH2:24]2)=[CH:5][C:6]=1[C:7](=[O:21])/[C:8](=[N:13]/[NH:14][C:15]1[CH:20]=[CH:19][CH:18]=[CH:17][CH:16]=1)/[C:9]([O:11][CH3:12])=[O:10].[H-].[Na+]. Product: [N:23]1([CH2:22][C:4]2[S:3][C:2]3[N:14]([C:15]4[CH:20]=[CH:19][CH:18]=[CH:17][CH:16]=4)[N:13]=[C:8]([C:9]([O:11][CH3:12])=[O:10])[C:7](=[O:21])[C:6]=3[CH:5]=2)[CH2:28][CH2:27][O:26][CH2:25][CH2:24]1. The catalyst class is: 1.